This data is from CYP2D6 inhibition data for predicting drug metabolism from PubChem BioAssay. The task is: Regression/Classification. Given a drug SMILES string, predict its absorption, distribution, metabolism, or excretion properties. Task type varies by dataset: regression for continuous measurements (e.g., permeability, clearance, half-life) or binary classification for categorical outcomes (e.g., BBB penetration, CYP inhibition). Dataset: cyp2d6_veith. (1) The compound is O=C(Nc1ccc([As](=O)(O)O)cc1)Nc1cccc(Cl)c1Cl. The result is 0 (non-inhibitor). (2) The molecule is COc1ccccc1NC(=O)Cc1csc(NC(=S)Nc2ccc(C)cc2)n1. The result is 1 (inhibitor).